From a dataset of Forward reaction prediction with 1.9M reactions from USPTO patents (1976-2016). Predict the product of the given reaction. (1) The product is: [F:33][C:2]1([F:1])[O:6][C:5]2[CH:7]=[CH:8][C:9]([C:11]3([C:14]([NH:16][C:17]4[N:22]=[C:21]([C:23]5[C:24]([OH:30])=[N:25][CH:26]=[C:27]([CH3:29])[CH:28]=5)[CH:20]=[C:19]([CH3:32])[CH:18]=4)=[O:15])[CH2:13][CH2:12]3)=[CH:10][C:4]=2[O:3]1. Given the reactants [F:1][C:2]1([F:33])[O:6][C:5]2[CH:7]=[CH:8][C:9]([C:11]3([C:14]([NH:16][C:17]4[N:22]=[C:21]([C:23]5[C:24]([O:30]C)=[N:25][CH:26]=[C:27]([CH3:29])[CH:28]=5)[CH:20]=[C:19]([CH3:32])[CH:18]=4)=[O:15])[CH2:13][CH2:12]3)=[CH:10][C:4]=2[O:3]1.[Si](I)(C)(C)C.CO, predict the reaction product. (2) Given the reactants C([C:3]1([C:16]([O-:18])=O)[CH2:8][CH2:7][N:6]([C:9]([O:11][C:12]([CH3:15])([CH3:14])[CH3:13])=[O:10])[CH2:5][CH2:4]1)C.O.[NH2:20][NH2:21], predict the reaction product. The product is: [C:12]([O:11][C:9]([N:6]1[CH2:7][CH2:8][CH:3]([C:16]([NH:20][NH2:21])=[O:18])[CH2:4][CH2:5]1)=[O:10])([CH3:15])([CH3:14])[CH3:13]. (3) Given the reactants [NH:1]1[C:9]2C=CN=CC=2C=N1.[C:10]([C:13]1[C:21]2[C:16](=[CH:17]N=C(C)[CH:20]=2)[N:15]([CH2:23][C:24]([OH:26])=[O:25])[N:14]=1)(=[O:12])[NH2:11], predict the reaction product. The product is: [C:10]([C:13]1[C:21]2[CH:20]=[N:1][CH:9]=[CH:17][C:16]=2[N:15]([CH2:23][C:24]([OH:26])=[O:25])[N:14]=1)(=[O:12])[NH2:11]. (4) The product is: [O:1]1[CH:5]=[CH:4][CH:3]=[C:2]1[C:6]1[NH:10][C:9]2[C:11]([OH:23])=[CH:12][CH:13]=[C:14]([C:15]([NH:17][C:18]3[S:19][CH:20]=[CH:21][N:22]=3)=[O:16])[C:8]=2[N:7]=1. Given the reactants [O:1]1[CH:5]=[CH:4][CH:3]=[C:2]1[C:6]1[NH:10][C:9]2[C:11]([O:23]C)=[CH:12][CH:13]=[C:14]([C:15]([NH:17][C:18]3[S:19][CH:20]=[CH:21][N:22]=3)=[O:16])[C:8]=2[N:7]=1.B(Br)(Br)Br, predict the reaction product.